The task is: Predict the reaction yield, written as a fraction of the theoretical maximum amount of product (1.0 means a 100% yield; for example, 0.34 means a 34% yield).. This data is from Reaction yield outcomes from USPTO patents with 853,638 reactions. (1) The reactants are [CH2:1]([NH2:4])[C:2]#[CH:3].CCN(C(C)C)C(C)C.[Cl:14][S:15]([C:18]1[CH:19]=[C:20]([CH:24]=[CH:25][C:26]=1[F:27])[C:21](Cl)=[O:22])(=[O:17])=[O:16]. The catalyst is C(Cl)Cl. The product is [F:27][C:26]1[CH:25]=[CH:24][C:20]([C:21](=[O:22])[NH:4][CH2:1][C:2]#[CH:3])=[CH:19][C:18]=1[S:15]([Cl:14])(=[O:17])=[O:16]. The yield is 0.870. (2) The reactants are [CH3:1][N:2]1[CH:6]=[CH:5][N:4]=[C:3]1/[CH:7]=[N:8]/[C:9]1[CH:17]=[CH:16][CH:15]=[C:14]2[C:10]=1[CH2:11][O:12][C:13]2=[O:18].[F:19][C:20]1[CH:27]=[CH:26][C:23]([CH:24]=[O:25])=[CH:22][CH:21]=1.[O-:28][CH2:29][CH3:30].[Na+].C(O)C. The catalyst is C(OCC)(=O)CC. The product is [F:19][C:20]1[CH:27]=[CH:26][C:23]([C:24]2([OH:25])[C:29](=[O:28])[C:30]3[C:14]([C:13]([O:12][CH2:11][CH3:10])=[O:18])=[CH:15][CH:16]=[CH:17][C:9]=3[NH:8][CH:7]2[C:3]2[N:2]([CH3:1])[CH:6]=[CH:5][N:4]=2)=[CH:22][CH:21]=1. The yield is 0.100. (3) The reactants are [N+:1]([C:4]1[CH:5]=[N:6][CH:7]=[CH:8][C:9]=1[N:10]1[CH2:14][CH2:13][C@@H:12]([NH:15][C:16](=[O:22])[O:17][C:18]([CH3:21])([CH3:20])[CH3:19])[CH2:11]1)([O-])=O.[NH4+].[Cl-].CCO. The catalyst is [Fe].O. The product is [NH2:1][C:4]1[CH:5]=[N:6][CH:7]=[CH:8][C:9]=1[N:10]1[CH2:14][CH2:13][C@@H:12]([NH:15][C:16](=[O:22])[O:17][C:18]([CH3:20])([CH3:19])[CH3:21])[CH2:11]1. The yield is 0.918. (4) The reactants are C(O[CH:4](OCC)[C:5]([NH:7][CH2:8][C:9]1[CH:14]=[CH:13][CH:12]=[CH:11][C:10]=1[F:15])=[O:6])C.[OH-].[NH4+].CCOCC. The catalyst is S(=O)(=O)(O)O. The product is [F:15][C:10]1[CH:11]=[CH:12][CH:13]=[C:14]2[C:9]=1[CH:8]=[N:7][C:5]([OH:6])=[CH:4]2. The yield is 0.600. (5) The reactants are Br[C:2]1[CH:3]=[C:4]2[C:9](=[CH:10][CH:11]=1)[N:8]=[CH:7][C:6]([C:12]([CH:14]1[CH2:16][CH2:15]1)=[O:13])=[C:5]2[NH:17][C@H:18]1[CH2:23][CH2:22][C@H:21]([CH2:24][N:25]2[CH2:29][CH2:28][CH:27]([O:30][CH3:31])[CH2:26]2)[CH2:20][CH2:19]1.[Cl:32][C:33]1[CH:38]=[C:37](B2OC(C)(C)C(C)(C)O2)[CH:36]=[C:35]([F:48])[C:34]=1[OH:49]. No catalyst specified. The product is [Cl:32][C:33]1[CH:38]=[C:37]([C:2]2[CH:3]=[C:4]3[C:9](=[CH:10][CH:11]=2)[N:8]=[CH:7][C:6]([C:12]([CH:14]2[CH2:15][CH2:16]2)=[O:13])=[C:5]3[NH:17][C@H:18]2[CH2:23][CH2:22][C@H:21]([CH2:24][N:25]3[CH2:29][CH2:28][CH:27]([O:30][CH3:31])[CH2:26]3)[CH2:20][CH2:19]2)[CH:36]=[C:35]([F:48])[C:34]=1[OH:49]. The yield is 0.620. (6) The reactants are [N+:1]([C:4]1[CH:12]=[C:11]2[C:7]([CH:8]=[CH:9][NH:10]2)=[CH:6][CH:5]=1)([O-:3])=[O:2].CCN(C(C)C)C(C)C.[C:22](Br)([CH3:25])([CH3:24])[CH3:23]. The catalyst is CCCC[N+](CCCC)(CCCC)CCCC.[I-].C1(C)C=CC=CC=1.[O-]S(C(F)(F)F)(=O)=O.[Zn+2].[O-]S(C(F)(F)F)(=O)=O. The product is [C:22]([C:8]1[C:7]2[C:11](=[CH:12][C:4]([N+:1]([O-:3])=[O:2])=[CH:5][CH:6]=2)[NH:10][CH:9]=1)([CH3:25])([CH3:24])[CH3:23]. The yield is 0.190. (7) No catalyst specified. The reactants are [NH2:1][C:2]1[CH:3]=[C:4]([OH:8])[CH:5]=[CH:6][CH:7]=1.C([O:11][C:12](=O)[C:13]([C:25]#[N:26])=[CH:14][C:15]1[CH:20]=[C:19]([O:21][CH3:22])[CH:18]=[C:17]([O:23][CH3:24])[CH:16]=1)C. The product is [NH2:1][C:2]1[CH:3]=[C:4]2[C:5]([C:14]([C:15]3[CH:20]=[C:19]([O:21][CH3:22])[CH:18]=[C:17]([O:23][CH3:24])[CH:16]=3)=[C:13]([C:25]#[N:26])[C:12](=[O:11])[O:8]2)=[CH:6][CH:7]=1. The yield is 0.00500. (8) The reactants are [CH3:1][C:2]1[CH:11]=[CH:10][C:9]2[C:4](=[CH:5][CH:6]=[CH:7][C:8]=2[N:12]2[CH2:17][CH2:16][N:15]([CH2:18][CH2:19][C:20]3[CH:21]=[C:22]([CH:24]=[CH:25][CH:26]=3)[NH2:23])[CH2:14][CH2:13]2)[N:3]=1.[C:27]1([O:33][CH2:34][C:35](Cl)=[O:36])[CH:32]=[CH:31][CH:30]=[CH:29][CH:28]=1. No catalyst specified. The product is [CH3:1][C:2]1[CH:11]=[CH:10][C:9]2[C:4](=[CH:5][CH:6]=[CH:7][C:8]=2[N:12]2[CH2:13][CH2:14][N:15]([CH2:18][CH2:19][C:20]3[CH:21]=[C:22]([NH:23][C:35](=[O:36])[CH2:34][O:33][C:27]4[CH:32]=[CH:31][CH:30]=[CH:29][CH:28]=4)[CH:24]=[CH:25][CH:26]=3)[CH2:16][CH2:17]2)[N:3]=1. The yield is 0.410.